The task is: Regression/Classification. Given a drug SMILES string, predict its toxicity properties. Task type varies by dataset: regression for continuous values (e.g., LD50, hERG inhibition percentage) or binary classification for toxic/non-toxic outcomes (e.g., AMES mutagenicity, cardiotoxicity, hepatotoxicity). Dataset: herg_karim.. This data is from hERG potassium channel inhibition data for cardiac toxicity prediction from Karim et al.. (1) The molecule is CC[N+](CC)CCCC(C)Nc1ccnc2cc(Cl)ccc12. The result is 1 (blocker). (2) The drug is CC(=O)NCCc1ccccc1-c1ccc([C@H]2CNCC[C@]23OC(=O)c2cc(F)c(F)cc23)c(C)c1. The result is 0 (non-blocker). (3) The compound is O=C(CNc1ccccc1C(F)(F)F)N1CCCN(Cc2nc3ccccc3[nH]2)CC1. The result is 1 (blocker). (4) The compound is CC1(C)c2nc(-c3ccc(F)cc3)c(Nc3ccc(F)c(F)c3)n2CCN1C(=O)CN. The result is 0 (non-blocker). (5) The compound is C[C@H](O)CONC(=O)c1ncc2cncn2c1Nc1ccc(I)cc1F. The result is 1 (blocker).